Dataset: Full USPTO retrosynthesis dataset with 1.9M reactions from patents (1976-2016). Task: Predict the reactants needed to synthesize the given product. (1) The reactants are: C(OC([NH:8][C:9]1([C:13]2[CH:18]=[CH:17][C:16]([C:19]3[N:20]=[C:21]4[CH:26]=[CH:25][C:24]([C:27]([O:29][CH2:30][CH3:31])=[O:28])=[N:23][N:22]4[C:32]=3[C:33]3[CH:38]=[CH:37][CH:36]=[CH:35][CH:34]=3)=[CH:15][CH:14]=2)[CH2:12][CH2:11][CH2:10]1)=O)(C)(C)C.CO.Cl.[OH-].[Na+]. Given the product [NH2:8][C:9]1([C:13]2[CH:14]=[CH:15][C:16]([C:19]3[N:20]=[C:21]4[CH:26]=[CH:25][C:24]([C:27]([O:29][CH2:30][CH3:31])=[O:28])=[N:23][N:22]4[C:32]=3[C:33]3[CH:34]=[CH:35][CH:36]=[CH:37][CH:38]=3)=[CH:17][CH:18]=2)[CH2:10][CH2:11][CH2:12]1, predict the reactants needed to synthesize it. (2) Given the product [C:1]([O:5][C:6]([N:8]1[CH2:13][C@H:12]([CH2:14][N:15]2[CH2:20][CH2:19][N:18]([CH3:48])[C:17](=[O:21])[C@H:16]2[CH3:22])[N:11]([CH2:23][C:24]([N:26]2[C:34]3[C:29](=[N:30][CH:31]=[C:32]([CH2:35][C:36]4[CH:41]=[CH:40][C:39]([F:42])=[CH:38][CH:37]=4)[CH:33]=3)[C:28]([CH3:43])([CH3:44])[CH2:27]2)=[O:25])[CH2:10][C@H:9]1[CH3:45])=[O:7])([CH3:2])([CH3:3])[CH3:4], predict the reactants needed to synthesize it. The reactants are: [C:1]([O:5][C:6]([N:8]1[CH2:13][C@H:12]([CH2:14][N:15]2[CH2:20][CH2:19][NH:18][C:17](=[O:21])[C@H:16]2[CH3:22])[N:11]([CH2:23][C:24]([N:26]2[C:34]3[C:29](=[N:30][CH:31]=[C:32]([CH2:35][C:36]4[CH:41]=[CH:40][C:39]([F:42])=[CH:38][CH:37]=4)[CH:33]=3)[C:28]([CH3:44])([CH3:43])[CH2:27]2)=[O:25])[CH2:10][C@H:9]1[CH3:45])=[O:7])([CH3:4])([CH3:3])[CH3:2].[H-].[Na+].[CH3:48]I.O. (3) Given the product [CH2:1]([O:3][C:4](=[O:8])[C:5]([C:12]1[S:11][C:10]([Cl:9])=[C:14]([Cl:15])[CH:13]=1)=[O:6])[CH3:2], predict the reactants needed to synthesize it. The reactants are: [CH2:1]([O:3][C:4](=[O:8])[C:5](Cl)=[O:6])[CH3:2].[Cl:9][C:10]1[S:11][CH:12]=[CH:13][C:14]=1[Cl:15].[Al+3].[Cl-].[Cl-].[Cl-]. (4) Given the product [C:7]([Si:11]([CH3:13])([CH3:12])[O:14][CH2:15][C:16]1[CH:17]=[CH:18][C:19]([C:2]#[C:1][Si:3]([CH3:6])([CH3:5])[CH3:4])=[CH:20][CH:21]=1)([CH3:10])([CH3:9])[CH3:8], predict the reactants needed to synthesize it. The reactants are: [C:1]([Si:3]([CH3:6])([CH3:5])[CH3:4])#[CH:2].[C:7]([Si:11]([O:14][CH2:15][C:16]1[CH:21]=[CH:20][C:19](I)=[CH:18][CH:17]=1)([CH3:13])[CH3:12])([CH3:10])([CH3:9])[CH3:8].N(C(C)C)C(C)C. (5) Given the product [OH:16][C@@H:14]([CH3:15])[CH2:13][O:12][C:5]1[CH:6]=[CH:7][CH:8]=[C:9]2[C:4]=1[N:3]=[C:2]([CH:1]=[O:18])[CH:11]=[CH:10]2, predict the reactants needed to synthesize it. The reactants are: [CH3:1][C:2]1[CH:11]=[CH:10][C:9]2[C:4](=[C:5]([O:12][CH2:13][C@@H:14]([OH:16])[CH3:15])[CH:6]=[CH:7][CH:8]=2)[N:3]=1.[Se](=O)=[O:18]. (6) Given the product [C:23]([O:15][N:14]=[C:11]1[CH:12]=[CH:13][C:8](=[N:7][C:4]2[CH:3]=[CH:2][CH:1]=[CH:6][CH:5]=2)[CH:9]=[CH:10]1)(=[O:30])[C:24]1[CH:29]=[CH:28][CH:27]=[CH:26][CH:25]=1, predict the reactants needed to synthesize it. The reactants are: [CH:1]1[CH:6]=[CH:5][C:4]([NH:7][C:8]2[CH:13]=[CH:12][C:11]([N:14]=[O:15])=[CH:10][CH:9]=2)=[CH:3][CH:2]=1.C(N(CC)CC)C.[C:23](Cl)(=[O:30])[C:24]1[CH:29]=[CH:28][CH:27]=[CH:26][CH:25]=1. (7) Given the product [CH2:15]([O:17][C:25](=[O:21])[CH:24]=[CH:23][C:22]1[CH:10]=[CH:9][CH:8]=[C:7]([I:6])[CH:14]=1)[CH3:16], predict the reactants needed to synthesize it. The reactants are: C([Li])CCC.[I:6][C:7]1[CH:14]=C[C:10](C=O)=[CH:9][CH:8]=1.[C:15](OCC)(=[O:17])[CH3:16].[O:21]1[CH2:25][CH2:24][CH2:23][CH2:22]1.